Task: Predict the product of the given reaction.. Dataset: Forward reaction prediction with 1.9M reactions from USPTO patents (1976-2016) Given the reactants [Cl:1][C:2]1[CH:3]=[C:4]([CH:8]=[CH:9][C:10]=1[O:11][CH:12]([CH3:14])[CH3:13])[C:5]([OH:7])=O.CCN=C=NCCCN(C)C.C1C=CC2N(O)N=NC=2C=1.[Br:36][C:37]1[C:38]([CH3:47])=[C:39]([C:43](=[NH:46])[NH:44]O)[CH:40]=[CH:41][CH:42]=1.CCCC[N+](CCCC)(CCCC)CCCC.[F-], predict the reaction product. The product is: [Br:36][C:37]1[C:38]([CH3:47])=[C:39]([C:43]2[N:44]=[C:5]([C:4]3[CH:8]=[CH:9][C:10]([O:11][CH:12]([CH3:14])[CH3:13])=[C:2]([Cl:1])[CH:3]=3)[O:7][N:46]=2)[CH:40]=[CH:41][CH:42]=1.